This data is from Reaction yield outcomes from USPTO patents with 853,638 reactions. The task is: Predict the reaction yield, written as a fraction of the theoretical maximum amount of product (1.0 means a 100% yield; for example, 0.34 means a 34% yield). The yield is 0.770. The reactants are [ClH:1].Cl.Cl.[CH:4]([N:7]([CH2:21]/[CH:22]=[CH:23]/[C:24]1[CH:25]=[C:26]([CH:30]=[CH:31][CH:32]=1)[C:27]([NH2:29])=[NH:28])[C:8]1[CH:13]=[CH:12][C:11]([O:14][CH:15]2[CH2:20][CH2:19][NH:18][CH2:17][CH2:16]2)=[CH:10][CH:9]=1)([CH3:6])[CH3:5].Cl.[C:34](=[NH:39])(OCC)[CH3:35].C(N(CC)CC)C.Cl. The product is [ClH:1].[ClH:1].[ClH:1].[C:34]([N:18]1[CH2:17][CH2:16][CH:15]([O:14][C:11]2[CH:10]=[CH:9][C:8]([N:7]([CH2:21]/[CH:22]=[CH:23]/[C:24]3[CH:25]=[C:26]([CH:30]=[CH:31][CH:32]=3)[C:27]([NH2:29])=[NH:28])[CH:4]([CH3:6])[CH3:5])=[CH:13][CH:12]=2)[CH2:20][CH2:19]1)(=[NH:39])[CH3:35]. The catalyst is CO.O1CCOCC1.